Dataset: Catalyst prediction with 721,799 reactions and 888 catalyst types from USPTO. Task: Predict which catalyst facilitates the given reaction. (1) Reactant: [NH2:1][C@@H:2]1[CH2:7][CH2:6][CH2:5][CH2:4][C@H:3]1[NH:8][C:9](=O)OC(C)(C)C.C([O-])(=O)C.[Na+].COC1[CH2:27][CH2:26][CH:25](OC)O1.O1CCOCC1.[ClH:36]. The catalyst class is: 15. Product: [ClH:36].[N:8]1([C@@H:3]2[CH2:4][CH2:5][CH2:6][CH2:7][C@H:2]2[NH2:1])[CH:9]=[CH:27][CH:26]=[CH:25]1. (2) Reactant: [CH3:1][N:2]([CH3:17])[CH2:3][C:4]#[C:5][C:6]1[CH:7]=[C:8]([CH:10]=[C:11]([C:13]([F:16])([F:15])[F:14])[CH:12]=1)[NH2:9]. Product: [CH3:17][N:2]([CH3:1])[CH2:3][CH2:4][CH2:5][C:6]1[CH:7]=[C:8]([CH:10]=[C:11]([C:13]([F:14])([F:15])[F:16])[CH:12]=1)[NH2:9]. The catalyst class is: 19. (3) Reactant: Br[C:2]1[CH:3]=[C:4]([NH:8][C:9]2[C:18]3[C:13](=[CH:14][CH:15]=[CH:16][CH:17]=3)[N:12]=[C:11]([CH3:19])[CH:10]=2)[CH:5]=[CH:6][CH:7]=1.[C:20]([O-:23])(O)=O.[Na+]. Product: [CH3:19][C:11]1[CH:10]=[C:9]([NH:8][C:4]2[CH:3]=[C:2]([C:2]3[C:7]([CH:20]=[O:23])=[CH:6][CH:5]=[CH:4][CH:3]=3)[CH:7]=[CH:6][CH:5]=2)[C:18]2[C:13](=[CH:14][CH:15]=[CH:16][CH:17]=2)[N:12]=1. The catalyst class is: 780. (4) Product: [N:19]1([C:9]2[N:8]=[CH:7][C:6]([NH2:5])=[C:11]([C:12]3[CH:17]=[CH:16][CH:15]=[CH:14][C:13]=3[CH3:18])[CH:10]=2)[CH2:24][CH2:23][S:22][CH2:21][CH2:20]1. The catalyst class is: 33. Reactant: CC(C)(C)C([NH:5][C:6]1[CH:7]=[N:8][C:9]([N:19]2[CH2:24][CH2:23][S:22][CH2:21][CH2:20]2)=[CH:10][C:11]=1[C:12]1[CH:17]=[CH:16][CH:15]=[CH:14][C:13]=1[CH3:18])=O.